From a dataset of Peptide-MHC class II binding affinity with 134,281 pairs from IEDB. Regression. Given a peptide amino acid sequence and an MHC pseudo amino acid sequence, predict their binding affinity value. This is MHC class II binding data. The peptide sequence is GKANRGKMDVSGVQA. The MHC is DRB3_0202 with pseudo-sequence DRB3_0202. The binding affinity (normalized) is 0.